Dataset: HIV replication inhibition screening data with 41,000+ compounds from the AIDS Antiviral Screen. Task: Binary Classification. Given a drug SMILES string, predict its activity (active/inactive) in a high-throughput screening assay against a specified biological target. (1) The result is 0 (inactive). The molecule is CN(C)Cc1c(O)ccc2ccccc12. (2) The compound is O=C(O)CCC(NC(=O)c1ccc(Nc2nc3ccccc3nc2-c2cccs2)cc1)C(=O)O. The result is 0 (inactive). (3) The drug is O=S1(=O)CCC(OC2CCS(=O)(=O)C2)C1. The result is 0 (inactive).